This data is from Forward reaction prediction with 1.9M reactions from USPTO patents (1976-2016). The task is: Predict the product of the given reaction. (1) Given the reactants [Br:1][C:2]1[CH:9]=[CH:8][C:7](I)=[CH:6][C:3]=1[C:4]#[N:5].[CH:11](=[O:15])[CH2:12][CH2:13][CH3:14].[Cl-].[NH4+], predict the reaction product. The product is: [Br:1][C:2]1[CH:9]=[CH:8][C:7]([CH:11]([OH:15])[CH2:12][CH2:13][CH3:14])=[CH:6][C:3]=1[C:4]#[N:5]. (2) Given the reactants O.[F:2][C:3]1[C:21]([N:22]2[C:27](=[O:28])[CH:26]=[C:25]([C:29]([F:32])([F:31])[F:30])[N:24]([CH3:33])[C:23]2=[O:34])=[CH:20][C:6]([O:7][C:8]2[CH:19]=[CH:18][CH:17]=[CH:16][C:9]=2[O:10][CH2:11][C:12]([O:14][CH3:15])=[O:13])=[C:5]([N+:35]([O-])=O)[CH:4]=1, predict the reaction product. The product is: [NH2:35][C:5]1[CH:4]=[C:3]([F:2])[C:21]([N:22]2[C:27](=[O:28])[CH:26]=[C:25]([C:29]([F:30])([F:32])[F:31])[N:24]([CH3:33])[C:23]2=[O:34])=[CH:20][C:6]=1[O:7][C:8]1[CH:19]=[CH:18][CH:17]=[CH:16][C:9]=1[O:10][CH2:11][C:12]([O:14][CH3:15])=[O:13].